This data is from Full USPTO retrosynthesis dataset with 1.9M reactions from patents (1976-2016). The task is: Predict the reactants needed to synthesize the given product. (1) Given the product [CH3:1][O:2][C:3]1[CH:8]=[CH:7][N:6]2[N:9]=[C:10]([C:19]3[CH:24]=[CH:23][CH:22]=[CH:21][CH:20]=3)[C:11]([C:12]3[CH:13]=[CH:14][C:15](=[O:18])[N:16]([CH:27]([CH3:29])[CH3:28])[N:17]=3)=[C:5]2[CH:4]=1, predict the reactants needed to synthesize it. The reactants are: [CH3:1][O:2][C:3]1[CH:8]=[CH:7][N:6]2[N:9]=[C:10]([C:19]3[CH:24]=[CH:23][CH:22]=[CH:21][CH:20]=3)[C:11]([C:12]3[CH:13]=[CH:14][C:15](=[O:18])[NH:16][N:17]=3)=[C:5]2[CH:4]=1.[H-].[Na+].[CH:27](I)([CH3:29])[CH3:28]. (2) Given the product [Br:1][C:2]1[CH:3]=[C:4]2[C:9](=[CH:10][CH:11]=1)[N:8]=[C:7]([N:12]1[CH2:17][CH2:16][N:15]([C:18]3[CH:23]=[CH:22][CH:21]=[CH:20][N:19]=3)[CH2:14][CH2:13]1)[C:6]1[C:24](=[N:33][OH:34])[C:25]3[C:30]([C:5]2=1)=[CH:29][CH:28]=[CH:27][CH:26]=3, predict the reactants needed to synthesize it. The reactants are: [Br:1][C:2]1[CH:3]=[C:4]2[C:9](=[CH:10][CH:11]=1)[N:8]=[C:7]([N:12]1[CH2:17][CH2:16][N:15]([C:18]3[CH:23]=[CH:22][CH:21]=[CH:20][N:19]=3)[CH2:14][CH2:13]1)[C:6]1[C:24](=O)[C:25]3[C:30]([C:5]2=1)=[CH:29][CH:28]=[CH:27][CH:26]=3.Cl.[NH2:33][OH:34].[OH-].[Na+].Cl.